This data is from Full USPTO retrosynthesis dataset with 1.9M reactions from patents (1976-2016). The task is: Predict the reactants needed to synthesize the given product. (1) Given the product [Br:1][C:2]1[CH:9]=[C:8]([Cl:10])[CH:7]=[C:6]([F:11])[C:3]=1[C:4]1[N:12]=[N:13][NH:14][N:5]=1, predict the reactants needed to synthesize it. The reactants are: [Br:1][C:2]1[CH:9]=[C:8]([Cl:10])[CH:7]=[C:6]([F:11])[C:3]=1[C:4]#[N:5].[N:12]([Sn](C)(C)C)=[N+:13]=[N-:14]. (2) The reactants are: C[O:2][C:3]([C:5]1[N:6]([CH2:14][C:15]2[CH:19]=[C:18]([C:20]3[S:21][C:22]([Cl:25])=[CH:23][CH:24]=3)[O:17][N:16]=2)[C:7]2[C:12]([CH:13]=1)=[CH:11][CH:10]=[CH:9][CH:8]=2)=[O:4].O.[OH-].[Li+].Cl. Given the product [Cl:25][C:22]1[S:21][C:20]([C:18]2[O:17][N:16]=[C:15]([CH2:14][N:6]3[C:7]4[C:12](=[CH:11][CH:10]=[CH:9][CH:8]=4)[CH:13]=[C:5]3[C:3]([OH:4])=[O:2])[CH:19]=2)=[CH:24][CH:23]=1, predict the reactants needed to synthesize it. (3) Given the product [F:25][C:4]1[C:5]([CH3:24])=[C:6]([C:9]2[CH:10]=[N:11][N:12]([C:15]3[CH:23]=[CH:22][C:18]([C:19]([N:30]4[CH2:31][CH2:32][CH2:33][C@H:28]([N:27]([CH3:26])[CH2:34][C:35]([F:36])([F:38])[F:37])[CH2:29]4)=[O:21])=[CH:17][N:16]=3)[C:13]=2[OH:14])[CH:7]=[CH:8][C:3]=1[C:1]#[N:2], predict the reactants needed to synthesize it. The reactants are: [C:1]([C:3]1[CH:8]=[CH:7][C:6]([C:9]2[CH:10]=[N:11][N:12]([C:15]3[CH:23]=[CH:22][C:18]([C:19]([OH:21])=O)=[CH:17][N:16]=3)[C:13]=2[OH:14])=[C:5]([CH3:24])[C:4]=1[F:25])#[N:2].[CH3:26][N:27]([CH2:34][C:35]([F:38])([F:37])[F:36])[C@H:28]1[CH2:33][CH2:32][CH2:31][NH:30][CH2:29]1.